From a dataset of NCI-60 drug combinations with 297,098 pairs across 59 cell lines. Regression. Given two drug SMILES strings and cell line genomic features, predict the synergy score measuring deviation from expected non-interaction effect. (1) Drug 1: C1=CN(C(=O)N=C1N)C2C(C(C(O2)CO)O)O.Cl. Drug 2: C1=NC2=C(N=C(N=C2N1C3C(C(C(O3)CO)O)O)F)N. Cell line: NCIH23. Synergy scores: CSS=43.0, Synergy_ZIP=-4.55, Synergy_Bliss=-2.15, Synergy_Loewe=-8.70, Synergy_HSA=1.34. (2) Drug 1: CC1=C2C(C(=O)C3(C(CC4C(C3C(C(C2(C)C)(CC1OC(=O)C(C(C5=CC=CC=C5)NC(=O)OC(C)(C)C)O)O)OC(=O)C6=CC=CC=C6)(CO4)OC(=O)C)O)C)O. Drug 2: C(CN)CNCCSP(=O)(O)O. Cell line: NCI/ADR-RES. Synergy scores: CSS=3.62, Synergy_ZIP=-0.805, Synergy_Bliss=-5.82, Synergy_Loewe=5.63, Synergy_HSA=-4.84. (3) Drug 1: C(=O)(N)NO. Drug 2: C1C(C(OC1N2C=NC(=NC2=O)N)CO)O. Cell line: A549. Synergy scores: CSS=0.317, Synergy_ZIP=0.647, Synergy_Bliss=2.18, Synergy_Loewe=-0.931, Synergy_HSA=0.0279. (4) Drug 1: C1=NNC2=C1C(=O)NC=N2. Drug 2: COCCOC1=C(C=C2C(=C1)C(=NC=N2)NC3=CC=CC(=C3)C#C)OCCOC.Cl. Cell line: HOP-92. Synergy scores: CSS=5.32, Synergy_ZIP=-2.20, Synergy_Bliss=-2.36, Synergy_Loewe=-8.42, Synergy_HSA=-1.58. (5) Drug 1: C1=NC2=C(N=C(N=C2N1C3C(C(C(O3)CO)O)O)F)N. Drug 2: C(CN)CNCCSP(=O)(O)O. Cell line: NCI/ADR-RES. Synergy scores: CSS=13.2, Synergy_ZIP=-4.79, Synergy_Bliss=-5.15, Synergy_Loewe=-36.4, Synergy_HSA=-4.05. (6) Drug 1: C1=CC=C(C(=C1)C(C2=CC=C(C=C2)Cl)C(Cl)Cl)Cl. Drug 2: C(CCl)NC(=O)N(CCCl)N=O. Cell line: SK-OV-3. Synergy scores: CSS=0.01000, Synergy_ZIP=0.601, Synergy_Bliss=0.843, Synergy_Loewe=-0.731, Synergy_HSA=-0.694. (7) Drug 1: CC1=C(C(=CC=C1)Cl)NC(=O)C2=CN=C(S2)NC3=CC(=NC(=N3)C)N4CCN(CC4)CCO. Drug 2: CC1CC(C(C(C=C(C(C(C=CC=C(C(=O)NC2=CC(=O)C(=C(C1)C2=O)OC)C)OC)OC(=O)N)C)C)O)OC. Cell line: NCIH23. Synergy scores: CSS=63.2, Synergy_ZIP=2.44, Synergy_Bliss=0.796, Synergy_Loewe=-0.644, Synergy_HSA=5.35.